Task: Predict the reactants needed to synthesize the given product.. Dataset: Full USPTO retrosynthesis dataset with 1.9M reactions from patents (1976-2016) (1) Given the product [I:15][C:16]1[CH:21]=[CH:20][C:19]([N:4]2[C@@H:3]([C:8]3[CH:9]=[CH:10][CH:11]=[CH:12][CH:13]=3)[C:2]([CH3:14])([CH3:1])[O:6][C:5]2=[O:7])=[CH:18][CH:17]=1, predict the reactants needed to synthesize it. The reactants are: [CH3:1][C:2]1([CH3:14])[O:6][C:5](=[O:7])[NH:4][C@H:3]1[C:8]1[CH:13]=[CH:12][CH:11]=[CH:10][CH:9]=1.[I:15][C:16]1[CH:21]=[CH:20][C:19](I)=[CH:18][CH:17]=1.P([O-])([O-])([O-])=O.[K+].[K+].[K+].CNCCNC. (2) Given the product [NH2:8][C:7]1[C:6]2[C:5]([C:9]3[CH:14]=[CH:13][C:12]([O:51][C:52]4[CH:53]=[CH:58][CH:57]=[CH:56][CH:55]=4)=[CH:11][CH:10]=3)=[CH:4][N:3]([C:16]3[CH:17]=[C:18]([CH2:22][OH:23])[CH:19]=[CH:20][CH:21]=3)[C:2]=2[N:1]=[CH:39][N:40]=1, predict the reactants needed to synthesize it. The reactants are: [NH2:1][C:2]1[N:3]([C:16]2[CH:21]=[CH:20][CH:19]=[C:18]([CH2:22][OH:23])[CH:17]=2)[CH:4]=[C:5]([C:9]2[CH:14]=[CH:13][C:12](Cl)=[CH:11][CH:10]=2)[C:6]=1[C:7]#[N:8].O(C1C=CC(C2C(C#N)=[CH:39][NH:40]C=2)=CC=1)C1C=CC=CC=1.C([O:51][CH2:52][CH3:53])(OCC)OCC.O.[C:55]1(C)C=C[C:58](S(O)(=O)=O)=[CH:57][CH:56]=1. (3) Given the product [CH3:46][N:44]([CH3:45])[CH2:43][C@H:42]([OH:47])[CH2:41][O:40][C:39]([CH3:48])([CH3:49])[CH2:38][N:35]1[CH:36]=[CH:37][C:33]([NH:32][C:28]([CH:9]2[CH:8]([C:4]3[CH:5]=[CH:6][CH:7]=[C:2]([Cl:1])[C:3]=3[F:31])[C:12]([C:15]3[CH:20]=[CH:19][C:18]([Cl:21])=[CH:17][C:16]=3[F:22])([C:13]#[N:14])[CH:11]([CH2:23][C:24]([CH3:26])([CH3:25])[CH3:27])[NH:10]2)=[O:30])=[N:34]1, predict the reactants needed to synthesize it. The reactants are: [Cl:1][C:2]1[C:3]([F:31])=[C:4]([CH:8]2[C:12]([C:15]3[CH:20]=[CH:19][C:18]([Cl:21])=[CH:17][C:16]=3[F:22])([C:13]#[N:14])[CH:11]([CH2:23][C:24]([CH3:27])([CH3:26])[CH3:25])[NH:10][CH:9]2[C:28]([OH:30])=O)[CH:5]=[CH:6][CH:7]=1.[NH2:32][C:33]1[CH:37]=[CH:36][N:35]([CH2:38][C:39]([CH3:49])([CH3:48])[O:40][CH2:41][C@@H:42]([OH:47])[CH2:43][N:44]([CH3:46])[CH3:45])[N:34]=1.CN(C(ON1N=NC2C=CC=NC1=2)=[N+](C)C)C.F[P-](F)(F)(F)(F)F.CCN(C(C)C)C(C)C. (4) Given the product [CH2:13]([OH:22])[CH2:14][O:15][CH2:16][CH2:17][O:18][CH2:19][CH2:20][OH:21].[C:1]([OH:10])(=[O:9])[CH2:2][CH2:3][CH2:4][CH2:5][C:6]([OH:8])=[O:7].[C:38]1(=[O:45])[NH:44][CH2:43][CH2:42][CH2:41][CH2:40][CH2:39]1, predict the reactants needed to synthesize it. The reactants are: [C:1]([O-:10])(=[O:9])[CH2:2][CH2:3][CH2:4][CH2:5][C:6]([O-:8])=[O:7].[NH4+].[NH4+].[CH2:13]([OH:22])[CH2:14][O:15][CH2:16][CH2:17][O:18][CH2:19][CH2:20][OH:21].C(O)(=O)CCCCC(O)=O.O.[PH2]([O-])=O.[Na+].[C:38]1(=[O:45])[NH:44][CH2:43][CH2:42][CH2:41][CH2:40][CH2:39]1. (5) Given the product [C:26]1([S:31]([N:1]2[CH2:6][CH2:5][CH2:4][C@@H:3]([N:7]3[CH:11]=[C:10]([O:12][C:13]4[N:14]=[C:15]([OH:23])[C:16]5[CH:22]=[CH:21][N:20]=[CH:19][C:17]=5[N:18]=4)[CH:9]=[N:8]3)[CH2:2]2)(=[O:33])=[O:32])[CH:27]=[CH:28][CH:29]=[CH:30][CH:25]=1, predict the reactants needed to synthesize it. The reactants are: [NH:1]1[CH2:6][CH2:5][CH2:4][C@@H:3]([N:7]2[CH:11]=[C:10]([O:12][C:13]3[N:14]=[C:15]([OH:23])[C:16]4[CH:22]=[CH:21][N:20]=[CH:19][C:17]=4[N:18]=3)[CH:9]=[N:8]2)[CH2:2]1.Cl[C:25]1[CH:30]=[CH:29][CH:28]=[CH:27][C:26]=1[S:31](C1C=CC=CC=1Cl)(=[O:33])=[O:32].